From a dataset of Full USPTO retrosynthesis dataset with 1.9M reactions from patents (1976-2016). Predict the reactants needed to synthesize the given product. (1) Given the product [CH2:17]([C:14]1[CH:15]=[CH:16][C:11]([C:8]2[N:7]=[C:6]([CH2:5][OH:4])[O:10][N:9]=2)=[CH:12][CH:13]=1)[CH2:18][CH2:19][CH2:20][CH2:21][CH2:22][CH3:23], predict the reactants needed to synthesize it. The reactants are: C([O:4][CH2:5][C:6]1[O:10][N:9]=[C:8]([C:11]2[CH:16]=[CH:15][C:14]([CH2:17][CH2:18][CH2:19][CH2:20][CH2:21][CH2:22][CH3:23])=[CH:13][CH:12]=2)[N:7]=1)(=O)C.C(=O)([O-])[O-].[K+].[K+]. (2) The reactants are: [NH2:1][C:2]1[CH:7]=[CH:6][N:5]=[CH:4][CH:3]=1.C(N(C(C)C)CC)(C)C.Cl[CH2:18][C:19]1[N:20]([CH2:40][CH3:41])[C:21]2[CH:26]=[C:25]([C:27]3[CH:32]=[CH:31][CH:30]=[C:29]([C:33]([F:36])([F:35])[F:34])[CH:28]=3)[N:24]=[C:23]([C:37]#[N:38])[C:22]=2[N:39]=1. Given the product [CH2:40]([N:20]1[C:21]2[CH:26]=[C:25]([C:27]3[CH:32]=[CH:31][CH:30]=[C:29]([C:33]([F:36])([F:35])[F:34])[CH:28]=3)[N:24]=[C:23]([C:37]#[N:38])[C:22]=2[N:39]=[C:19]1[CH2:18][NH:1][C:2]1[CH:7]=[CH:6][N:5]=[CH:4][CH:3]=1)[CH3:41], predict the reactants needed to synthesize it. (3) Given the product [Br:1][CH2:2][CH2:3][CH2:4][C:5]1[CH:6]=[C:7]2[C:11](=[CH:12][CH:13]=1)[CH2:10][CH2:9][CH2:8]2, predict the reactants needed to synthesize it. The reactants are: [Br:1][CH:2](C)[CH2:3][CH2:4][C:5]1[CH:6]=[C:7]2[C:11](=[CH:12][CH:13]=1)[CH2:10][CH2:9][CH2:8]2.BrCCCC(Br)=O.